From a dataset of Reaction yield outcomes from USPTO patents with 853,638 reactions. Predict the reaction yield, written as a fraction of the theoretical maximum amount of product (1.0 means a 100% yield; for example, 0.34 means a 34% yield). (1) The reactants are C(OC(=O)NC[C:9](=[O:29])[NH:10][C:11]1[CH:16]=[C:15]([O:17][C:18]2[CH:23]=[CH:22][C:21]([NH:24][CH3:25])=[C:20]([N+:26]([O-:28])=[O:27])[CH:19]=2)[CH:14]=[CH:13][N:12]=1)(C)(C)C.C(N(CC)CC)C.C1(P(N=[N+]=[N-])(C2C=CC=CC=2)=[O:45])C=CC=CC=1.[C:55]([N:62]1[CH2:65][CH2:64][CH:63]1O)([O:57][C:58]([CH3:61])([CH3:60])[CH3:59])=[O:56]. The catalyst is C1COCC1. The product is [C:58]([O:57][C:55]([N:62]1[CH2:65][CH:64]([O:45][C:9](=[O:29])[NH:10][C:11]2[CH:16]=[C:15]([O:17][C:18]3[CH:23]=[CH:22][C:21]([NH:24][CH3:25])=[C:20]([N+:26]([O-:28])=[O:27])[CH:19]=3)[CH:14]=[CH:13][N:12]=2)[CH2:63]1)=[O:56])([CH3:61])([CH3:60])[CH3:59]. The yield is 0.700. (2) The reactants are [H-].[Na+].CC1C=CC(S(O[CH:14]2[C:18](F)([F:19])[CH:17]([C:21]3[C:22]([F:27])=[N:23][CH:24]=[CH:25][CH:26]=3)[NH:16][CH2:15]2)(=O)=O)=CC=1.C1OCCOCCOCCOCCOC1.[Cl-].[NH4+]. The catalyst is O1CCCC1. The product is [F:27][C:22]1[C:21]([C:17]2[NH:16][CH:15]=[CH:14][C:18]=2[F:19])=[CH:26][CH:25]=[CH:24][N:23]=1. The yield is 0.720.